This data is from Rat liver microsome stability data. The task is: Regression/Classification. Given a drug SMILES string, predict its absorption, distribution, metabolism, or excretion properties. Task type varies by dataset: regression for continuous measurements (e.g., permeability, clearance, half-life) or binary classification for categorical outcomes (e.g., BBB penetration, CYP inhibition). Dataset: rlm. (1) The molecule is CCOc1nc(NC(=O)C(C)(C)NC(=O)c2ccc3c(C4CCCC4)c(-c4ccc(Cl)cn4)n(C)c3c2)cnc1C=CC(=O)O. The result is 0 (unstable in rat liver microsomes). (2) The drug is CCOc1ccc(CCNC(=O)c2cc3sccc3n2Cc2ccncc2)cc1OCC. The result is 1 (stable in rat liver microsomes). (3) The drug is COC(=O)c1ccc([C@H]2c3[nH]c4ccccc4c3C[C@H](C(=O)OC)N2C(=O)CCl)cc1. The result is 1 (stable in rat liver microsomes). (4) The drug is COCC1NC(=O)C2(CCN(Cc3ccc(Oc4ccccc4)cc3)CC2)N(C)C1=O. The result is 1 (stable in rat liver microsomes).